This data is from Catalyst prediction with 721,799 reactions and 888 catalyst types from USPTO. The task is: Predict which catalyst facilitates the given reaction. (1) Reactant: [OH:1][C:2]1[CH:3]=[C:4]([CH:8]=[C:9]([O:11][C@@H:12]([CH3:16])[CH2:13][O:14][CH3:15])[CH:10]=1)[C:5]([OH:7])=[O:6].F[C:18]1[CH:29]=[CH:28][C:21]2[C:22](=[O:27])[N:23]([CH3:26])[CH2:24][O:25][C:20]=2[CH:19]=1.C(=O)([O-])[O-].[K+].[K+].C(OCC)(=O)C. Product: [CH3:16][C@H:12]([O:11][C:9]1[CH:8]=[C:4]([CH:3]=[C:2]([O:1][C:18]2[CH:29]=[CH:28][C:21]3[C:22](=[O:27])[N:23]([CH3:26])[CH2:24][O:25][C:20]=3[CH:19]=2)[CH:10]=1)[C:5]([OH:7])=[O:6])[CH2:13][O:14][CH3:15]. The catalyst class is: 10. (2) Reactant: [NH2:1][C:2]1[N:11]=[CH:10][C:9]2[C:4](=[CH:5][CH:6]=[C:7]([O:12][C:13]3[CH:18]=[CH:17][N:16]=[C:15]([C:19]([NH:21][CH3:22])=[O:20])[CH:14]=3)[CH:8]=2)[N:3]=1.[CH:23]1([C:29](Cl)=[O:30])[CH2:28][CH2:27][CH2:26][CH2:25][CH2:24]1. Product: [CH:23]1([C:29]([NH:1][C:2]2[N:11]=[CH:10][C:9]3[C:4](=[CH:5][CH:6]=[C:7]([O:12][C:13]4[CH:18]=[CH:17][N:16]=[C:15]([C:19]([NH:21][CH3:22])=[O:20])[CH:14]=4)[CH:8]=3)[N:3]=2)=[O:30])[CH2:28][CH2:27][CH2:26][CH2:25][CH2:24]1. The catalyst class is: 37. (3) Reactant: C1(C2N=C(N3CCN(C4C=CC=CC=4OC)CC3)C3C(=CC(OC)=C(OC)C=3)N=2)CC1.[CH3:32][O:33][C:34]1[CH:39]=[C:38]([C:40]([O:42]C)=O)[C:37]([NH2:44])=[CH:36][C:35]=1[O:45][CH3:46].[CH:47]1([CH2:50][C:51]#[N:52])[CH2:49][CH2:48]1. Product: [CH:47]1([CH2:50][C:51]2[N:52]=[C:40]([OH:42])[C:38]3[C:37](=[CH:36][C:35]([O:45][CH3:46])=[C:34]([O:33][CH3:32])[CH:39]=3)[N:44]=2)[CH2:49][CH2:48]1. The catalyst class is: 89. (4) Reactant: [OH-].[Na+].[NH2:3][C:4]1[N:12]=[C:11]([C:13]([O:15]C)=[O:14])[N:10]=[C:9]2[C:5]=1[NH:6][C:7](=[O:24])[N:8]2[CH2:17][C:18]1[CH:23]=[CH:22][CH:21]=[CH:20][CH:19]=1.Cl. Product: [NH2:3][C:4]1[N:12]=[C:11]([C:13]([OH:15])=[O:14])[N:10]=[C:9]2[C:5]=1[NH:6][C:7](=[O:24])[N:8]2[CH2:17][C:18]1[CH:19]=[CH:20][CH:21]=[CH:22][CH:23]=1. The catalyst class is: 5. (5) Reactant: [Br:1][C:2]1[CH:3]=[C:4]([C:8]([NH:11][C:12]2[CH:17]=[CH:16][C:15]([I:18])=[CH:14][C:13]=2[F:19])=[CH:9][N:10]=1)[C:5]([OH:7])=O.C(N1C=CN=C1)(N1C=CN=C1)=O.[CH3:32][C:33]1([CH3:41])[O:37][CH:36]([CH2:38][O:39][NH2:40])[CH2:35][O:34]1.O. Product: [Br:1][C:2]1[CH:3]=[C:4]([C:8]([NH:11][C:12]2[CH:17]=[CH:16][C:15]([I:18])=[CH:14][C:13]=2[F:19])=[CH:9][N:10]=1)[C:5]([NH:40][O:39][CH2:38][C@H:36]1[CH2:35][O:34][C:33]([CH3:41])([CH3:32])[O:37]1)=[O:7]. The catalyst class is: 3.